Predict the reactants needed to synthesize the given product. From a dataset of Full USPTO retrosynthesis dataset with 1.9M reactions from patents (1976-2016). (1) The reactants are: [Cl:1][C:2]1[S:6][C:5]([CH:7]2[CH2:12][CH2:11][N:10]([C:13](=[O:24])[CH2:14]N3C4=NC=CC=C4N=C3)[CH2:9][CH2:8]2)=[N:4][C:3]=1[C:25]1[CH:30]=[C:29]([C:31]([CH3:34])([CH3:33])[CH3:32])[C:28]([O:35][CH3:36])=[C:27]([C:37]([CH3:40])([CH3:39])[CH3:38])[CH:26]=1.C([N:44](C(C)C)CC)(C)C.CC[N:52]=[C:53]=[N:54][CH2:55][CH2:56]CN(C)C.[CH3:61][N:62]([CH:64]=[O:65])C. Given the product [Cl:1][C:2]1[S:6][C:5]([CH:7]2[CH2:12][CH2:11][N:10]([C:13](=[O:24])[CH2:14][N:54]3[C:55]4[C:56](=[N:44][CH:61]=[N:62][C:64]=4[OH:65])[N:52]=[CH:53]3)[CH2:9][CH2:8]2)=[N:4][C:3]=1[C:25]1[CH:30]=[C:29]([C:31]([CH3:33])([CH3:34])[CH3:32])[C:28]([O:35][CH3:36])=[C:27]([C:37]([CH3:40])([CH3:38])[CH3:39])[CH:26]=1, predict the reactants needed to synthesize it. (2) Given the product [Cl:8][C:4]1[C:3]([F:9])=[C:2]([C:26]2([OH:29])[CH2:27][CH2:28][N:24]([C:17]([O:19][C:20]([CH3:22])([CH3:21])[CH3:23])=[O:18])[CH2:25]2)[CH:7]=[CH:6][CH:5]=1, predict the reactants needed to synthesize it. The reactants are: Br[C:2]1[CH:7]=[CH:6][CH:5]=[C:4]([Cl:8])[C:3]=1[F:9].C([Li])CCCCC.[C:17]([N:24]1[CH2:28][CH2:27][C:26](=[O:29])[CH2:25]1)([O:19][C:20]([CH3:23])([CH3:22])[CH3:21])=[O:18]. (3) Given the product [CH2:1]([N:8]([CH3:22])[CH:9]1[CH2:12][N:11]([C:13]([O:15][C:16]([CH3:19])([CH3:18])[CH3:17])=[O:14])[CH2:10]1)[C:2]1[CH:3]=[CH:4][CH:5]=[CH:6][CH:7]=1, predict the reactants needed to synthesize it. The reactants are: [CH2:1]([NH:8][CH:9]1[CH2:12][N:11]([C:13]([O:15][C:16]([CH3:19])([CH3:18])[CH3:17])=[O:14])[CH2:10]1)[C:2]1[CH:7]=[CH:6][CH:5]=[CH:4][CH:3]=1.CI.[C:22](=O)([O-])[O-].[Cs+].[Cs+]. (4) The reactants are: [CH3:1][N:2]([CH3:7])[CH2:3][CH2:4][CH2:5][NH2:6].[Br:8][C:9]1[C:10](Cl)=[N:11][C:12]([Cl:15])=[N:13][CH:14]=1.C(OCC)(=O)C. Given the product [Br:8][C:9]1[C:10]([NH:6][CH2:5][CH2:4][CH2:3][N:2]([CH3:7])[CH3:1])=[N:11][C:12]([Cl:15])=[N:13][CH:14]=1, predict the reactants needed to synthesize it.